This data is from Reaction yield outcomes from USPTO patents with 853,638 reactions. The task is: Predict the reaction yield, written as a fraction of the theoretical maximum amount of product (1.0 means a 100% yield; for example, 0.34 means a 34% yield). (1) The reactants are [CH3:1][C:2]1C2C(=O)OC(=O)[NH:7][C:6]=2[CH:5]=[CH:4][CH:3]=1.O=[C:15]([CH3:22])[CH2:16][C:17]([O:19][CH2:20][CH3:21])=[O:18].[OH-].[Na+].O=P(Cl)(Cl)[Cl:27].O1[CH2:35][CH2:34]OCC1. The product is [Cl:27][C:15]1[C:22]2[C:6](=[CH:5][CH:4]=[CH:3][C:2]=2[CH3:1])[N:7]=[C:34]([CH3:35])[C:16]=1[C:17]([O:19][CH2:20][CH3:21])=[O:18]. The yield is 0.260. No catalyst specified. (2) The reactants are [O:1]=[C:2]1[CH2:7][O:6][C:5]2[CH:8]=[CH:9][C:10]([CH2:12][C:13]([OH:15])=[O:14])=[CH:11][C:4]=2[NH:3]1.Cl[CH2:17][C:18]([C:20]1[CH:25]=[CH:24][C:23]([F:26])=[CH:22][CH:21]=1)=O. No catalyst specified. The product is [F:26][C:23]1[CH:24]=[CH:25][C:20]([C:18]2[CH2:17][O:14][C:13](=[O:15])[C:12]=2[C:10]2[CH:9]=[CH:8][C:5]3[O:6][CH2:7][C:2](=[O:1])[NH:3][C:4]=3[CH:11]=2)=[CH:21][CH:22]=1. The yield is 0.310.